This data is from Full USPTO retrosynthesis dataset with 1.9M reactions from patents (1976-2016). The task is: Predict the reactants needed to synthesize the given product. (1) Given the product [Cl:1][C:2]1[CH:3]=[C:4]([C:5]2[C:22]([C:23]#[N:24])=[C:21]([OH:20])[N:16]=[C:14]([CH:12]([CH3:13])[CH3:11])[N:15]=2)[CH:7]=[CH:8][C:9]=1[Cl:10], predict the reactants needed to synthesize it. The reactants are: [Cl:1][C:2]1[CH:3]=[C:4]([CH:7]=[CH:8][C:9]=1[Cl:10])[CH:5]=O.[CH3:11][CH:12]([C:14]([NH2:16])=[NH:15])[CH3:13].Cl.C([O:20][C:21](=O)[CH2:22][C:23]#[N:24])C.C([O-])([O-])=O.[K+].[K+]. (2) Given the product [Cl:1][C:2]1[C:3]([O:12][C:13]2[CH:18]=[C:17]([O:19][CH2:20][CH2:21][O:22][CH3:23])[CH:16]=[CH:15][C:14]=2/[CH:24]=[CH:25]/[CH2:26][OH:27])=[N:4][CH:5]=[C:6]([C:8]([F:10])([F:9])[F:11])[CH:7]=1, predict the reactants needed to synthesize it. The reactants are: [Cl:1][C:2]1[C:3]([O:12][C:13]2[CH:18]=[C:17]([O:19][CH2:20][CH2:21][O:22][CH3:23])[CH:16]=[CH:15][C:14]=2/[CH:24]=[CH:25]/[C:26](OCC)=[O:27])=[N:4][CH:5]=[C:6]([C:8]([F:11])([F:10])[F:9])[CH:7]=1.[H-].C([Al+]CC(C)C)C(C)C.[Cl-].[NH4+]. (3) Given the product [Cl:11][C:8]1[CH:9]=[CH:10][C:5]([CH2:4][C:3]([OH:36])=[O:2])=[CH:6][C:7]=1[O:12][CH2:13][CH2:14][N:15]1[CH2:20][CH:19]([CH3:21])[N:18]([C:22]2[S:23][C:24]3[CH:30]=[C:29]([C:31]([F:34])([F:32])[F:33])[CH:28]=[CH:27][C:25]=3[N:26]=2)[CH:17]([CH3:35])[CH2:16]1, predict the reactants needed to synthesize it. The reactants are: C[O:2][C:3](=[O:36])[CH2:4][C:5]1[CH:10]=[CH:9][C:8]([Cl:11])=[C:7]([O:12][CH2:13][CH2:14][N:15]2[CH2:20][CH:19]([CH3:21])[N:18]([C:22]3[S:23][C:24]4[CH:30]=[C:29]([C:31]([F:34])([F:33])[F:32])[CH:28]=[CH:27][C:25]=4[N:26]=3)[CH:17]([CH3:35])[CH2:16]2)[CH:6]=1.[OH-].[Na+].O1CCCC1.Cl. (4) Given the product [N:9]1[C:8]2[CH:15]=[CH:16][CH:5]=[CH:6][C:7]=2[NH:11][C:19]=1[C:18]([OH:21])=[O:20], predict the reactants needed to synthesize it. The reactants are: COC([C:5]1[CH:16]=[C:15](C)[C:8]2[N:9]=C(CCC)[NH:11][C:7]=2[CH:6]=1)=O.[C:18]([O:21]CC)(=[O:20])[CH3:19]. (5) Given the product [Cl:10][C:11]([O:8][C:5]1[CH:6]=[CH:7][C:2]([F:1])=[C:3]([CH3:9])[CH:4]=1)=[O:13], predict the reactants needed to synthesize it. The reactants are: [F:1][C:2]1[CH:7]=[CH:6][C:5]([OH:8])=[CH:4][C:3]=1[CH3:9].[Cl:10][C:11](Cl)([O:13]C(=O)OC(Cl)(Cl)Cl)Cl.N1C=CC=CC=1. (6) Given the product [NH2:31][C:32]1[C:41]([CH3:42])=[CH:40][C:39]([C:44]#[N:45])=[CH:38][C:33]=1[C:34]([NH:36][CH3:37])=[O:35], predict the reactants needed to synthesize it. The reactants are: C1(P(C2C=CC=CC=2)CCCCP(C2C=CC=CC=2)C2C=CC=CC=2)C=CC=CC=1.[NH2:31][C:32]1[C:41]([CH3:42])=[CH:40][C:39](Br)=[CH:38][C:33]=1[C:34]([NH:36][CH3:37])=[O:35].[CH3:44][N:45](C)C=O.